From a dataset of Reaction yield outcomes from USPTO patents with 853,638 reactions. Predict the reaction yield, written as a fraction of the theoretical maximum amount of product (1.0 means a 100% yield; for example, 0.34 means a 34% yield). (1) The reactants are [CH:1]([C:4]1[O:8][N:7]=[C:6]([CH:9]2[CH2:14][CH2:13][N:12]([C:15]3[N:22]=[CH:21][C:20](B4OC(C)(C)C(C)(C)O4)=[CH:19][C:16]=3[C:17]#[N:18])[CH2:11][CH2:10]2)[N:5]=1)([CH3:3])[CH3:2].Br[C:33]1[CH:38]=[CH:37][C:36]([N:39]2[C:43](=[O:44])[N:42]([CH2:45][CH2:46][CH3:47])[N:41]=[CH:40]2)=[C:35]([F:48])[CH:34]=1.C(=O)([O-])[O-].[Na+].[Na+]. The catalyst is CN(C)C=O.C1C=CC([P]([Pd]([P](C2C=CC=CC=2)(C2C=CC=CC=2)C2C=CC=CC=2)([P](C2C=CC=CC=2)(C2C=CC=CC=2)C2C=CC=CC=2)[P](C2C=CC=CC=2)(C2C=CC=CC=2)C2C=CC=CC=2)(C2C=CC=CC=2)C2C=CC=CC=2)=CC=1. The product is [F:48][C:35]1[CH:34]=[C:33]([C:20]2[CH:21]=[N:22][C:15]([N:12]3[CH2:11][CH2:10][CH:9]([C:6]4[N:5]=[C:4]([CH:1]([CH3:3])[CH3:2])[O:8][N:7]=4)[CH2:14][CH2:13]3)=[C:16]([CH:19]=2)[C:17]#[N:18])[CH:38]=[CH:37][C:36]=1[N:39]1[C:43](=[O:44])[N:42]([CH2:45][CH2:46][CH3:47])[N:41]=[CH:40]1. The yield is 0.0740. (2) The reactants are [Cl:1][C:2]1[C:3]([O:12][C:13]2[CH:18]=[C:17]([O:19][CH2:20][CH2:21][N:22]3[CH2:27][CH2:26][O:25][CH2:24][CH2:23]3)[CH:16]=[CH:15][C:14]=2[CH2:28][CH2:29][CH2:30][OH:31])=[N:4][CH:5]=[C:6]([C:8]([F:11])([F:10])[F:9])[CH:7]=1.Cl[S:33]([N:36]=[C:37]=[O:38])(=[O:35])=[O:34].N1C=CC=CC=1.[CH:45]([O:48][CH2:49][CH2:50][NH2:51])([CH3:47])[CH3:46]. The catalyst is C(#N)C.O. The product is [CH:45]([O:48][CH2:49][CH2:50][NH:51][S:33]([NH:36][C:37](=[O:38])[O:31][CH2:30][CH2:29][CH2:28][C:14]1[CH:15]=[CH:16][C:17]([O:19][CH2:20][CH2:21][N:22]2[CH2:27][CH2:26][O:25][CH2:24][CH2:23]2)=[CH:18][C:13]=1[O:12][C:3]1[C:2]([Cl:1])=[CH:7][C:6]([C:8]([F:11])([F:9])[F:10])=[CH:5][N:4]=1)(=[O:35])=[O:34])([CH3:47])[CH3:46]. The yield is 0.430.